This data is from Catalyst prediction with 721,799 reactions and 888 catalyst types from USPTO. The task is: Predict which catalyst facilitates the given reaction. Reactant: C([Li])(CC)C.[CH2:6]([N:8]([CH2:18][CH3:19])[C:9](=[O:17])[C:10]1[CH:15]=[CH:14][C:13]([CH3:16])=[CH:12][CH:11]=1)[CH3:7].CN([CH:23]=[O:24])C.CCCCCC.C(OCC)(=O)C. Product: [CH2:18]([N:8]([CH2:6][CH3:7])[C:9](=[O:17])[C:10]1[CH:15]=[CH:14][C:13]([CH3:16])=[CH:12][C:11]=1[CH:23]=[O:24])[CH3:19]. The catalyst class is: 295.